From a dataset of Reaction yield outcomes from USPTO patents with 853,638 reactions. Predict the reaction yield, written as a fraction of the theoretical maximum amount of product (1.0 means a 100% yield; for example, 0.34 means a 34% yield). The reactants are [CH3:1][C:2]1[CH:7]=[C:6]([CH3:8])[N:5]=[C:4]([NH2:9])[N:3]=1.[NH2:10]O.[CH3:12][C:13]1[CH:18]=[C:17]([CH3:19])[CH:16]=[C:15]([CH3:20])[C:14]=1[S:21]([O-:24])(=[O:23])=[O:22]. The catalyst is C(Cl)Cl. The product is [CH3:20][C:15]1[CH:16]=[C:17]([CH3:19])[CH:18]=[C:13]([CH3:12])[C:14]=1[S:21]([O-:24])(=[O:23])=[O:22].[NH2:10][N:3]1[C:2]([CH3:1])=[CH:7][C:6]([CH3:8])=[N:5][C:4]1=[NH2+:9]. The yield is 0.620.